This data is from Reaction yield outcomes from USPTO patents with 853,638 reactions. The task is: Predict the reaction yield, written as a fraction of the theoretical maximum amount of product (1.0 means a 100% yield; for example, 0.34 means a 34% yield). The catalyst is C(OCC)(=O)C. The product is [CH3:1][O:2][C:3]1([O:24][CH3:25])[CH2:8][CH2:7][N:6]([C:9]2[CH:10]=[CH:11][C:12]([N:15]3[CH2:19][C@H:18]([CH2:20][CH2:28][C:27]([NH2:26])=[O:34])[O:17][C:16]3=[O:22])=[CH:13][CH:14]=2)[CH2:5][CH:4]1[F:23]. The reactants are [CH3:1][O:2][C:3]1([O:24][CH3:25])[CH2:8][CH2:7][N:6]([C:9]2[CH:14]=[CH:13][C:12]([N:15]3[CH2:19][C@H:18]([CH2:20]N)[O:17][C:16]3=[O:22])=[CH:11][CH:10]=2)[CH2:5][CH:4]1[F:23].[N:26]1C=CC=[CH:28][CH:27]=1.C(OC(=O)C)(=[O:34])C. The yield is 0.490.